Dataset: Forward reaction prediction with 1.9M reactions from USPTO patents (1976-2016). Task: Predict the product of the given reaction. (1) Given the reactants [N:1]1([CH2:6][C@@H:7]([O:14][C:15]2[CH:24]=[CH:23][C:22]3[C:21](=[O:25])[CH2:20][CH2:19][CH2:18][C:17]=3[C:16]=2[CH2:26][S:27][C:28]2[CH:36]=[CH:35][C:31]([C:32](O)=[O:33])=[CH:30][CH:29]=2)[C:8]2[CH:13]=[CH:12][CH:11]=[CH:10][CH:9]=2)[CH:5]=[CH:4][N:3]=[CH:2]1.[NH2:37][CH:38]([CH2:41][OH:42])[CH2:39][OH:40], predict the reaction product. The product is: [OH:40][CH2:39][CH:38]([NH:37][C:32](=[O:33])[C:31]1[CH:35]=[CH:36][C:28]([S:27][CH2:26][C:16]2[C:17]3[CH2:18][CH2:19][CH2:20][C:21](=[O:25])[C:22]=3[CH:23]=[CH:24][C:15]=2[O:14][C@@H:7]([C:8]2[CH:9]=[CH:10][CH:11]=[CH:12][CH:13]=2)[CH2:6][N:1]2[CH:5]=[CH:4][N:3]=[CH:2]2)=[CH:29][CH:30]=1)[CH2:41][OH:42]. (2) Given the reactants [Cl:1][C:2]1[C:7]([N:8]2[CH2:17][C:16]3[C:11](=[N:12][C:13](SC)=[N:14][CH:15]=3)[N:10]([CH2:20][CH3:21])[C:9]2=[O:22])=[CH:6][C:5]([NH:23][C:24]([NH:26][C:27]2[CH:32]=[CH:31][CH:30]=[C:29]([C:33]([F:36])([F:35])[F:34])[CH:28]=2)=[O:25])=[C:4]([F:37])[CH:3]=1.C1C=C(Cl)C=C(C(OO)=O)C=1.[CH3:49][NH2:50], predict the reaction product. The product is: [Cl:1][C:2]1[C:7]([N:8]2[CH2:17][C:16]3[C:11](=[N:12][C:13]([NH:50][CH3:49])=[N:14][CH:15]=3)[N:10]([CH2:20][CH3:21])[C:9]2=[O:22])=[CH:6][C:5]([NH:23][C:24]([NH:26][C:27]2[CH:32]=[CH:31][CH:30]=[C:29]([C:33]([F:36])([F:35])[F:34])[CH:28]=2)=[O:25])=[C:4]([F:37])[CH:3]=1. (3) Given the reactants [Cl:1][C:2]1[CH:3]=[C:4]([N:10]2[CH:22]([CH:23]3[CH2:27][CH2:26][CH2:25][CH2:24]3)[CH:21]3[C:12]([C:13]4[CH:14]=[CH:15][C:16]([C:28]([OH:30])=O)=[N:17][C:18]=4[CH2:19][CH2:20]3)=[N:11]2)[CH:5]=[CH:6][C:7]=1[C:8]#[N:9].Cl.[CH3:32][NH:33][CH3:34].CCN(C(C)C)C(C)C.CN(C(ON1N=NC2C=CC=NC1=2)=[N+](C)C)C.F[P-](F)(F)(F)(F)F, predict the reaction product. The product is: [Cl:1][C:2]1[CH:3]=[C:4]([N:10]2[CH:22]([CH:23]3[CH2:24][CH2:25][CH2:26][CH2:27]3)[CH:21]3[C:12]([C:13]4[CH:14]=[CH:15][C:16]([C:28]([N:33]([CH3:34])[CH3:32])=[O:30])=[N:17][C:18]=4[CH2:19][CH2:20]3)=[N:11]2)[CH:5]=[CH:6][C:7]=1[C:8]#[N:9]. (4) Given the reactants [CH3:1][C:2]1[CH:3]=[CH:4][CH:5]=[C:6]2[C:11]=1[C:10](=[O:12])[NH:9][CH:8]=[CH:7]2.[Br:13]Br, predict the reaction product. The product is: [Br:13][C:7]1[C:6]2[C:11](=[C:2]([CH3:1])[CH:3]=[CH:4][CH:5]=2)[C:10](=[O:12])[NH:9][CH:8]=1. (5) Given the reactants [CH3:1][O:2][C:3](=[O:14])[C:4]1[CH:9]=[CH:8][C:7](Br)=[CH:6][C:5]=1[N+]([O-])=O.C([Sn](CCCC)(CCCC)[CH:20]=[CH:21][O:22][CH2:23][CH3:24])CCC.O.CCOC(C)=O, predict the reaction product. The product is: [CH3:1][O:2][C:3](=[O:14])[C:4]1[CH:9]=[CH:8][C:7]([C:21]([O:22][CH2:23][CH3:24])=[CH2:20])=[CH:6][CH:5]=1. (6) Given the reactants N1C=CN=C1.C(O[C:10]1[CH:33]=[CH:32][C:13]([C:14]2[CH2:15][O:16][C:17]3[C:22]([CH:23]=2)=[CH:21][CH:20]=[C:19](OC(=O)C)[C:18]=3OC(=O)C)=[CH:12][CH:11]=1)(=O)C, predict the reaction product. The product is: [O:16]1[C:17]2[C:22](=[CH:21][CH:20]=[CH:19][CH:18]=2)[CH:23]=[C:14]([C:13]2[CH:32]=[CH:33][CH:10]=[CH:11][CH:12]=2)[CH2:15]1. (7) Given the reactants [F:1][C:2]1[CH:7]=[CH:6][CH:5]=[CH:4][C:3]=1[N:8]1[C:12]([C:13]2[CH:18]=[CH:17][N:16]=[CH:15][CH:14]=2)=[C:11]([C:19](OCC)=[O:20])[N:10]=[N:9]1.O[N:25]=[C:26]([C:28]1[CH:33]=[N:32][CH:31]=[CH:30][N:29]=1)[NH2:27], predict the reaction product. The product is: [F:1][C:2]1[CH:7]=[CH:6][CH:5]=[CH:4][C:3]=1[N:8]1[C:12]([C:13]2[CH:18]=[CH:17][N:16]=[CH:15][CH:14]=2)=[C:11]([C:19]2[O:20][N:27]=[C:26]([C:28]3[CH:33]=[N:32][CH:31]=[CH:30][N:29]=3)[N:25]=2)[N:10]=[N:9]1. (8) Given the reactants C(O[BH-](OC(=O)C)OC(=O)C)(=O)C.[Na+].[CH2:15]([S:17]([N:20]1[C:28]2[CH:27]=[CH:26][C:25]([C:29]([N:31]3[CH2:36][CH2:35][CH:34]([CH3:37])[CH2:33][CH2:32]3)=[O:30])=[CH:24][C:23]=2[C:22]2[CH2:38][NH:39][CH2:40][CH2:41][C:21]1=2)(=[O:19])=[O:18])[CH3:16].[C:42]([OH:48])([C:44]([F:47])([F:46])[F:45])=[O:43].[C:49]1(=O)[CH2:52][CH2:51][CH2:50]1, predict the reaction product. The product is: [CH:49]1([N:39]2[CH2:40][CH2:41][C:21]3[N:20]([S:17]([CH2:15][CH3:16])(=[O:18])=[O:19])[C:28]4[CH:27]=[CH:26][C:25]([C:29]([N:31]5[CH2:36][CH2:35][CH:34]([CH3:37])[CH2:33][CH2:32]5)=[O:30])=[CH:24][C:23]=4[C:22]=3[CH2:38]2)[CH2:52][CH2:51][CH2:50]1.[C:42]([OH:48])([C:44]([F:47])([F:46])[F:45])=[O:43]. (9) Given the reactants [CH3:1]/[C:2](=[CH:6]\[CH2:7][CH3:8])/[C:3](O)=[O:4].C(N(CC)CC)C.C(Cl)(=O)C(C)(C)C.[Cl-].[Li+].[C:25]1([C@H:31]2[C@@H:35]([C:36]3[CH:41]=[CH:40][CH:39]=[CH:38][CH:37]=3)[O:34][C:33](=[O:42])[NH:32]2)[CH:30]=[CH:29][CH:28]=[CH:27][CH:26]=1, predict the reaction product. The product is: [CH3:1]/[C:2](=[CH:6]\[CH2:7][CH3:8])/[C:3]([N:32]1[C@@H:31]([C:25]2[CH:26]=[CH:27][CH:28]=[CH:29][CH:30]=2)[C@@H:35]([C:36]2[CH:37]=[CH:38][CH:39]=[CH:40][CH:41]=2)[O:34][C:33]1=[O:42])=[O:4]. (10) Given the reactants Cl[C:2]1[CH:7]=[C:6]([CH3:8])[N:5]=[C:4]([C:9]2[CH:14]=[CH:13][CH:12]=[CH:11][N:10]=2)[N:3]=1.[Cl:15][C:16]1[CH:22]=[CH:21][C:20]([O:23][CH3:24])=[CH:19][C:17]=1[NH2:18], predict the reaction product. The product is: [Cl:15][C:16]1[CH:22]=[CH:21][C:20]([O:23][CH3:24])=[CH:19][C:17]=1[NH:18][C:2]1[CH:7]=[C:6]([CH3:8])[N:5]=[C:4]([C:9]2[CH:14]=[CH:13][CH:12]=[CH:11][N:10]=2)[N:3]=1.